Dataset: Full USPTO retrosynthesis dataset with 1.9M reactions from patents (1976-2016). Task: Predict the reactants needed to synthesize the given product. (1) Given the product [CH3:8][C:6]1[N:7]=[C:2]([NH:15][CH2:14][CH2:12][OH:13])[CH:3]=[CH:4][C:5]=1[N+:9]([O-:11])=[O:10], predict the reactants needed to synthesize it. The reactants are: Br[C:2]1[N:7]=[C:6]([CH3:8])[C:5]([N+:9]([O-:11])=[O:10])=[CH:4][CH:3]=1.[CH2:12]([CH2:14][NH2:15])[OH:13]. (2) Given the product [C:14]([C:16]1[N:20]([CH3:21])[C:19]([C:2]2[CH:7]=[CH:6][C:5]([S:8]([NH:11][CH2:12][CH3:13])(=[O:10])=[O:9])=[CH:4][CH:3]=2)=[CH:18][CH:17]=1)#[N:15], predict the reactants needed to synthesize it. The reactants are: Br[C:2]1[CH:7]=[CH:6][C:5]([S:8]([NH:11][CH2:12][CH3:13])(=[O:10])=[O:9])=[CH:4][CH:3]=1.[C:14]([C:16]1[N:20]([CH3:21])[C:19](B(O)O)=[CH:18][CH:17]=1)#[N:15].[F-].[K+].C(P(C(C)(C)C)C(C)(C)C)(C)(C)C. (3) Given the product [C:1]1([C:25]2[CH:30]=[CH:29][CH:28]=[CH:27][CH:26]=2)[CH:2]=[CH:3][C:4]([CH2:7][N:8]2[CH:16]=[C:15]3[C:14](=[O:17])[N:13]([CH3:18])[C:12]4[N:11]([CH2:24][C:20]([CH3:23])([CH3:21])[N:19]=4)[C:10]3=[N:9]2)=[CH:5][CH:6]=1, predict the reactants needed to synthesize it. The reactants are: [C:1]1([C:25]2[CH:30]=[CH:29][CH:28]=[CH:27][CH:26]=2)[CH:6]=[CH:5][C:4]([CH2:7][N:8]2[CH:16]=[C:15]3[C:10]([N:11]=[C:12]([NH:19][C:20]([CH3:24])([CH3:23])[CH2:21]O)[N:13]([CH3:18])[C:14]3=[O:17])=[N:9]2)=[CH:3][CH:2]=1.S(Cl)(Cl)=O. (4) Given the product [Cl:1][C:2]1[C:3]([C:21]2[C:26]([CH3:27])=[CH:25][C:24]([CH3:28])=[CH:23][N:22]=2)=[CH:4][C:5]([N:8]2[CH2:19][CH2:18][C:11]3[N:12]=[C:13]([S:31]([CH3:35])(=[O:33])=[O:30])[N:14]=[CH:15][C:10]=3[CH:9]2[CH3:20])=[N:6][CH:7]=1, predict the reactants needed to synthesize it. The reactants are: [Cl:1][C:2]1[C:3]([C:21]2[C:26]([CH3:27])=[CH:25][C:24]([CH3:28])=[CH:23][N:22]=2)=[CH:4][C:5]([N:8]2[CH2:19][CH2:18][C:11]3[N:12]=[C:13](SC)[N:14]=[CH:15][C:10]=3[CH:9]2[CH3:20])=[N:6][CH:7]=1.O[O:30][S:31]([O-:33])=O.[K+].[CH3:35]COC(C)=O.O.